Dataset: Full USPTO retrosynthesis dataset with 1.9M reactions from patents (1976-2016). Task: Predict the reactants needed to synthesize the given product. (1) Given the product [CH3:1][C@H:2]1[CH2:7][NH:6][C:5](=[S:25])[CH2:4][N:3]1[C:9]([O:11][C:12]([CH3:15])([CH3:14])[CH3:13])=[O:10], predict the reactants needed to synthesize it. The reactants are: [CH3:1][C@H:2]1[CH2:7][NH:6][C:5](=O)[CH2:4][N:3]1[C:9]([O:11][C:12]([CH3:15])([CH3:14])[CH3:13])=[O:10].COC1C=CC(P2(SP(C3C=CC(OC)=CC=3)(=S)S2)=[S:25])=CC=1. (2) Given the product [CH3:24][CH:2]([CH3:1])[CH2:3][CH:4]([C:8]1[CH:9]=[C:10]([C:27]2[CH:32]=[CH:31][C:30]([C:33]([F:36])([F:35])[F:34])=[CH:29][CH:28]=2)[CH:11]=[C:12]([C:26]#[C:25][C:27]2[CH:32]=[CH:31][C:30]([C:33]([F:34])([F:35])[F:36])=[CH:29][CH:28]=2)[CH:13]=1)[C:5]([OH:7])=[O:6], predict the reactants needed to synthesize it. The reactants are: [CH3:1][CH:2]([CH3:24])[CH2:3][CH:4]([C:8]1[CH:9]=[C:10](C2C=CC=CC=2)[CH:11]=[C:12](C(F)(F)F)[CH:13]=1)[C:5]([OH:7])=[O:6].[C:25]([C:27]1[CH:32]=[CH:31][C:30]([C:33]([F:36])([F:35])[F:34])=[CH:29][CH:28]=1)#[CH:26]. (3) Given the product [CH2:18]([N:3]1[C:4]2[CH:13]=[CH:12][C:11]3[N:10]=[CH:9][CH:8]=[CH:7][C:6]=3[C:5]=2[NH:1][C:2]1=[O:14])[CH3:19], predict the reactants needed to synthesize it. The reactants are: [NH:1]1[C:5]2[C:6]3[CH:7]=[CH:8][CH:9]=[N:10][C:11]=3[CH:12]=[CH:13][C:4]=2[NH:3][C:2]1=[O:14].[H-].[Na+].Br[CH2:18][CH3:19]. (4) Given the product [CH3:12][CH:8]1[CH2:7][C:6]2[C:10](=[C:2]([C:18]3[CH:19]=[CH:20][C:15]([CH:14]=[CH2:13])=[CH:16][CH:17]=3)[CH:3]=[CH:4][CH:5]=2)[C:9]1=[O:11], predict the reactants needed to synthesize it. The reactants are: Cl[C:2]1[CH:3]=[CH:4][CH:5]=[C:6]2[C:10]=1[C:9](=[O:11])[CH:8]([CH3:12])[CH2:7]2.[CH2:13]=[CH:14][C:15]1[CH:20]=[CH:19][C:18](B(O)O)=[CH:17][CH:16]=1.C(=O)([O-])[O-].[Na+].[Na+].O. (5) Given the product [NH2:20][C:8]1[C:9]([N+:13]([O-:15])=[O:14])=[CH:10][C:11]([F:12])=[C:2]([O:18][CH3:17])[C:3]=1[C:4]([O:6][CH3:7])=[O:5], predict the reactants needed to synthesize it. The reactants are: F[C:2]1[C:11]([F:12])=[CH:10][C:9]([N+:13]([O-:15])=[O:14])=[C:8](F)[C:3]=1[C:4]([O:6][CH3:7])=[O:5].[CH3:17][O-:18].[Na+].[NH3:20]. (6) The reactants are: [CH3:1][C:2]1[N:6]([CH2:7][CH2:8][CH2:9][NH2:10])[CH:5]=[N:4][CH:3]=1.[N:11]([C:14]1[CH:27]=[CH:26][C:17]([O:18][CH2:19][C:20]2[CH:25]=[CH:24][CH:23]=[CH:22][CH:21]=2)=[CH:16][CH:15]=1)=[C:12]=[S:13]. Given the product [CH2:19]([O:18][C:17]1[CH:16]=[CH:15][C:14]([NH:11][C:12]([NH:10][CH2:9][CH2:8][CH2:7][N:6]2[C:2]([CH3:1])=[CH:3][N:4]=[CH:5]2)=[S:13])=[CH:27][CH:26]=1)[C:20]1[CH:21]=[CH:22][CH:23]=[CH:24][CH:25]=1, predict the reactants needed to synthesize it. (7) The reactants are: Cl.[CH2:2]([O:4][C:5](=[O:24])[C@H:6]([CH3:23])[CH2:7][C@H:8]([NH2:22])[CH2:9][C:10]1[CH:15]=[CH:14][C:13]([C:16]2[CH:21]=[CH:20][CH:19]=[CH:18][CH:17]=2)=[CH:12][CH:11]=1)[CH3:3].C[O:26][C:27](=[O:37])[C:28]1[CH:33]=[CH:32][CH:31]=[C:30]([C:34](Cl)=[O:35])[CH:29]=1.N1C=CC=CC=1. Given the product [C:13]1([C:16]2[CH:21]=[CH:20][CH:19]=[CH:18][CH:17]=2)[CH:12]=[CH:11][C:10]([CH2:9][C@@H:8]([NH:22][C:34](=[O:35])[C:30]2[CH:29]=[C:28]([CH:33]=[CH:32][CH:31]=2)[C:27]([OH:37])=[O:26])[CH2:7][C@H:6]([C:5]([O:4][CH2:2][CH3:3])=[O:24])[CH3:23])=[CH:15][CH:14]=1, predict the reactants needed to synthesize it.